Dataset: Peptide-MHC class II binding affinity with 134,281 pairs from IEDB. Task: Regression. Given a peptide amino acid sequence and an MHC pseudo amino acid sequence, predict their binding affinity value. This is MHC class II binding data. (1) The peptide sequence is LDKRQFELYKRTDIV. The MHC is HLA-DQA10201-DQB10301 with pseudo-sequence HLA-DQA10201-DQB10301. The binding affinity (normalized) is 0.406. (2) The peptide sequence is HDKKSMGDDHFWAVR. The MHC is DRB1_1101 with pseudo-sequence DRB1_1101. The binding affinity (normalized) is 0.158. (3) The peptide sequence is FDHEFTFGWDELLSK. The MHC is DRB1_1501 with pseudo-sequence DRB1_1501. The binding affinity (normalized) is 0.396. (4) The binding affinity (normalized) is 0.0231. The MHC is HLA-DQA10501-DQB10301 with pseudo-sequence HLA-DQA10501-DQB10301. The peptide sequence is CGMFTNRSGSQQ. (5) The peptide sequence is AFKVSATAANAAPAN. The MHC is DRB1_0901 with pseudo-sequence DRB1_0901. The binding affinity (normalized) is 0.618. (6) The peptide sequence is GKAVHVSPGMLDAQAY. The MHC is DRB1_0401 with pseudo-sequence DRB1_0401. The binding affinity (normalized) is 0. (7) The peptide sequence is INEPTAAAIAYGLRR. The MHC is HLA-DQA10102-DQB10602 with pseudo-sequence HLA-DQA10102-DQB10602. The binding affinity (normalized) is 0.862.